From a dataset of Catalyst prediction with 721,799 reactions and 888 catalyst types from USPTO. Predict which catalyst facilitates the given reaction. (1) Reactant: [OH:1][C:2]1[C:7]([NH:8]/[N:9]=[C:10]2/[C:11]([CH3:26])=[N:12][N:13]([C:16]3[CH:25]=[CH:24][C:23]4[CH2:22][CH2:21][CH2:20][CH2:19][C:18]=4[CH:17]=3)[C:14]/2=[O:15])=[CH:6][CH:5]=[CH:4][C:3]=1[C:27]1[CH:28]=[C:29]([C:32]([OH:34])=[O:33])[O:30][CH:31]=1. Product: [CH2:2]([CH2:7][NH2:8])[OH:1].[CH2:2]([CH2:7][NH2:8])[OH:1].[OH:1][C:2]1[C:7]([NH:8]/[N:9]=[C:10]2/[C:11]([CH3:26])=[N:12][N:13]([C:16]3[CH:25]=[CH:24][C:23]4[CH2:22][CH2:21][CH2:20][CH2:19][C:18]=4[CH:17]=3)[C:14]/2=[O:15])=[CH:6][CH:5]=[CH:4][C:3]=1[C:27]1[CH:28]=[C:29]([C:32]([OH:34])=[O:33])[O:30][CH:31]=1. The catalyst class is: 7. (2) Reactant: [CH3:1][O:2][C:3]1[CH:8]=[CH:7][C:6]([CH:9]2[CH2:14][CH2:13][O:12][CH2:11][CH2:10]2)=[CH:5][C:4]=1[N+:15]([O-])=O. Product: [CH3:1][O:2][C:3]1[CH:8]=[CH:7][C:6]([CH:9]2[CH2:14][CH2:13][O:12][CH2:11][CH2:10]2)=[CH:5][C:4]=1[NH2:15]. The catalyst class is: 29. (3) Reactant: [Cl:1][C:2]1[CH:7]=[CH:6][C:5]([NH:8][C:9]([CH:11]2[CH2:20][C:19]3[C:14](=[CH:15][CH:16]=[C:17]([O:21][C:22]4[CH:27]=[CH:26][N:25]=[C:24]([C:28]5[NH:29][CH2:30][CH2:31][N:32]=5)[CH:23]=4)[CH:18]=3)[CH2:13][NH:12]2)=[O:10])=[CH:4][C:3]=1[C:33]([F:36])([F:35])[F:34].C=O.[C:39]([BH3-])#N.[Na+].[C:43]([O-:46])(O)=[O:44].[Na+]. Product: [Cl:1][C:2]1[CH:7]=[CH:6][C:5]([NH:8][C:9]([CH:11]2[CH2:20][C:19]3[C:14](=[CH:15][CH:16]=[C:17]([O:21][C:22]4[CH:27]=[CH:26][N:25]=[C:24]([C:28]5[NH:29][CH2:30][CH2:31][N:32]=5)[CH:23]=4)[CH:18]=3)[CH2:13][N:12]2[CH3:39])=[O:10])=[CH:4][C:3]=1[C:33]([F:36])([F:34])[F:35].[CH3:16][C:17]([CH2:18][C:43]([OH:46])=[O:44])=[O:21]. The catalyst class is: 382. (4) Reactant: Br[C:2]1[CH:14]=[CH:13][C:12]([C:15]([NH2:17])=[O:16])=[C:11]2[C:3]=1[C:4]1[CH2:5][CH2:6][CH:7]([CH2:18][OH:19])[CH2:8][C:9]=1[NH:10]2.[C:20]([C:24]1[CH:25]=[C:26]2[C:30](=[CH:31][CH:32]=1)[C:29](=[O:33])[N:28]([C:34]1[CH:39]=[CH:38][CH:37]=[C:36](B3OC(C)(C)C(C)(C)O3)[C:35]=1[CH3:49])[C:27]2=[O:50])([CH3:23])([CH3:22])[CH3:21].P([O-])([O-])([O-])=[O:52].[K+].[K+].[K+].Cl. Product: [C:20]([C:24]1[CH:32]=[CH:31][C:30]([C:29](=[O:33])[NH:28][C:34]2[CH:39]=[CH:38][CH:37]=[C:36]([C:2]3[CH:14]=[CH:13][C:12]([C:15](=[O:16])[NH2:17])=[C:11]4[C:3]=3[C:4]3[CH2:5][CH2:6][CH:7]([CH2:18][OH:19])[CH2:8][C:9]=3[NH:10]4)[C:35]=2[CH3:49])=[C:26]([CH:25]=1)[C:27]([OH:50])=[O:52])([CH3:22])([CH3:23])[CH3:21]. The catalyst class is: 335. (5) Reactant: C(N(CC)C(C)C)(C)C.[CH3:10][O:11][CH2:12]Cl.[I:14][C:15]1[CH:20]=[CH:19][C:18]([OH:21])=[CH:17][CH:16]=1.[Cl-].[NH4+]. Product: [I:14][C:15]1[CH:20]=[CH:19][C:18]([O:21][CH2:10][O:11][CH3:12])=[CH:17][CH:16]=1. The catalyst class is: 22.